From a dataset of Full USPTO retrosynthesis dataset with 1.9M reactions from patents (1976-2016). Predict the reactants needed to synthesize the given product. (1) The reactants are: [CH3:1][C@@H:2]1[CH2:6][CH2:5][CH2:4][N:3]1[CH2:7][CH2:8][C:9]1[CH:14]=[CH:13][C:12]([C:15]2[CH:16]=[C:17]3[C:21](=[CH:22][CH:23]=2)[CH2:20][NH:19][CH2:18]3)=[CH:11][CH:10]=1.[C:24](Cl)(=[O:31])[C:25]1[CH:30]=[CH:29][CH:28]=[N:27][CH:26]=1. Given the product [CH3:1][C@@H:2]1[CH2:6][CH2:5][CH2:4][N:3]1[CH2:7][CH2:8][C:9]1[CH:10]=[CH:11][C:12]([C:15]2[CH:16]=[C:17]3[C:21](=[CH:22][CH:23]=2)[CH2:20][N:19]([C:24]([C:25]2[CH:26]=[N:27][CH:28]=[CH:29][CH:30]=2)=[O:31])[CH2:18]3)=[CH:13][CH:14]=1, predict the reactants needed to synthesize it. (2) Given the product [OH:33][C:20]([CH3:32])([C:21]([NH:23][CH2:24][C:25]([F:30])([F:31])[C:26]([F:27])([F:28])[F:29])=[O:22])[C:19]([NH:18][C@H:16]1[CH2:17][N:11]([CH2:10][CH2:9][OH:8])[C:12]2[CH:39]=[CH:38][CH:37]=[CH:36][C:13]=2[NH:14][C:15]1=[O:35])=[O:34], predict the reactants needed to synthesize it. The reactants are: C([O:8][CH2:9][CH2:10][N:11]1[CH2:17][C@H:16]([NH:18][C:19](=[O:34])[C:20]([OH:33])([CH3:32])[C:21]([NH:23][CH2:24][C:25]([F:31])([F:30])[C:26]([F:29])([F:28])[F:27])=[O:22])[C:15](=[O:35])[NH:14][C:13]2[CH:36]=[CH:37][CH:38]=[CH:39][C:12]1=2)C1C=CC=CC=1. (3) Given the product [CH3:25][C@H:22]1[N:21]([C:26]([C:27]2[CH:32]=[CH:31][CH:30]=[CH:29][C:28]=2[N:33]2[N:34]=[CH:35][CH:36]=[N:37]2)=[O:38])[CH2:20][C@H:19]([O:18][C:14]2[CH:13]=[C:12]([C:10]([OH:39])([CH2:9][CH3:48])[CH3:11])[CH:17]=[CH:42][CH:43]=2)[CH2:24][CH2:23]1, predict the reactants needed to synthesize it. The reactants are: C(OP([C:9](F)(F)[C:10]([OH:39])([C:12]1[CH:17]=CN=[C:14]([O:18][CH:19]2[CH2:24][CH2:23][CH:22]([CH3:25])[N:21]([C:26](=[O:38])[C:27]3[CH:32]=[CH:31][CH:30]=[CH:29][C:28]=3[N:33]3[N:37]=[CH:36][CH:35]=[N:34]3)[CH2:20]2)[CH:13]=1)[CH3:11])(=O)OCC)C.[CH:42](=O)[CH3:43].N1N(C2C=CC=CC=2C(N2[C@H](C)CC[C@@H](OC3C=C(C(=O)C)C=CN=3)C2)=O)N=[CH:48]C=1. (4) Given the product [O:18]=[C:9]1[C:10]2[C:15](=[CH:14][CH:13]=[CH:12][CH:11]=2)[C:16](=[O:17])[N:8]1[C:5]1[CH:6]=[CH:7][C:2]([N:25]2[CH2:24][CH2:23][N:22]([C:28]([O:30][C:31]([CH3:34])([CH3:33])[CH3:32])=[O:29])[CH2:27][CH2:26]2)=[CH:3][C:4]=1[N+:19]([O-:21])=[O:20], predict the reactants needed to synthesize it. The reactants are: Br[C:2]1[CH:7]=[CH:6][C:5]([N:8]2[C:16](=[O:17])[C:15]3[C:10](=[CH:11][CH:12]=[CH:13][CH:14]=3)[C:9]2=[O:18])=[C:4]([N+:19]([O-:21])=[O:20])[CH:3]=1.[N:22]1([C:28]([O:30][C:31]([CH3:34])([CH3:33])[CH3:32])=[O:29])[CH2:27][CH2:26][NH:25][CH2:24][CH2:23]1.CC1(C)C2C(=C(P(C3C=CC=CC=3)C3C=CC=CC=3)C=CC=2)OC2C(P(C3C=CC=CC=3)C3C=CC=CC=3)=CC=CC1=2.C([O-])([O-])=O.[Cs+].[Cs+]. (5) Given the product [CH2:23]([O:25][C:26](=[O:27])[C:28]1[CH:33]=[CH:32][C:31]([C:14]2[CH:13]=[N:12][C:7]3[NH:8][CH2:9][C:10](=[O:11])[N:5]([CH2:4][C:3]4[C:17]([F:22])=[CH:18][CH:19]=[C:20]([F:21])[C:2]=4[Cl:1])[C:6]=3[CH:15]=2)=[CH:30][CH:29]=1)[CH3:24], predict the reactants needed to synthesize it. The reactants are: [Cl:1][C:2]1[C:20]([F:21])=[CH:19][CH:18]=[C:17]([F:22])[C:3]=1[CH2:4][N:5]1[C:10](=[O:11])[CH2:9][NH:8][C:7]2[N:12]=[CH:13][C:14](I)=[CH:15][C:6]1=2.[CH2:23]([O:25][C:26]([C:28]1[CH:33]=[CH:32][C:31](B(O)O)=[CH:30][CH:29]=1)=[O:27])[CH3:24]. (6) Given the product [Br:11][C:12]1[CH:13]=[CH:14][C:15]([O:29][CH3:30])=[C:16]2[C:20]=1[N:19]([CH3:21])[CH:18]=[C:17]2[CH:22]([OH:28])[CH2:23][N:25]([CH3:26])[CH3:27], predict the reactants needed to synthesize it. The reactants are: [H-].[H-].[H-].[H-].[Li+].[Al+3].[Al+3].[Cl-].[Cl-].[Cl-].[Br:11][C:12]1[CH:13]=[CH:14][C:15]([O:29][CH3:30])=[C:16]2[C:20]=1[N:19]([CH3:21])[CH:18]=[C:17]2[C:22](=[O:28])[C:23]([N:25]([CH3:27])[CH3:26])=O. (7) Given the product [CH3:8][O:9][CH2:10][O:12][C:13]1[C:22]([C:23]#[N:24])=[C:21]2[C:16]([CH:17]=[CH:18][C:19]([CH3:25])=[N:20]2)=[CH:15][CH:14]=1, predict the reactants needed to synthesize it. The reactants are: C(N(CC)CC)C.[CH3:8][O:9][CH2:10]Cl.[OH:12][C:13]1[C:22]([C:23]#[N:24])=[C:21]2[C:16]([CH:17]=[CH:18][C:19]([CH3:25])=[N:20]2)=[CH:15][CH:14]=1. (8) Given the product [Cl:1][C:2]1[S:6](=[O:37])(=[O:40])[C:5]([C:7]([C:13]2[CH:14]=[C:15]3[C:19](=[CH:20][CH:21]=2)[N:18]([C:22]2[CH:23]=[CH:24][C:25]([F:28])=[CH:26][CH:27]=2)[N:17]=[CH:16]3)([OH:12])[C:8]([F:10])([F:11])[F:9])=[CH:4][CH:3]=1, predict the reactants needed to synthesize it. The reactants are: [Cl:1][C:2]1[S:6][C:5]([C:7]([C:13]2[CH:14]=[C:15]3[C:19](=[CH:20][CH:21]=2)[N:18]([C:22]2[CH:27]=[CH:26][C:25]([F:28])=[CH:24][CH:23]=2)[N:17]=[CH:16]3)([OH:12])[C:8]([F:11])([F:10])[F:9])=[CH:4][CH:3]=1.ClC1C=CC=C(C(OO)=[O:37])C=1.[OH2:40]. (9) The reactants are: [OH:1][C@@H:2]1[CH2:7][CH2:6][C@H:5]([C:8]([OH:10])=[O:9])[CH2:4][CH2:3]1.[CH3:11][CH2:12]O.S(=O)(=O)(O)O.C([O-])([O-])=O.[Na+].[Na+]. Given the product [OH:1][C@@H:2]1[CH2:7][CH2:6][C@H:5]([C:8]([O:10][CH2:11][CH3:12])=[O:9])[CH2:4][CH2:3]1, predict the reactants needed to synthesize it.